Dataset: Full USPTO retrosynthesis dataset with 1.9M reactions from patents (1976-2016). Task: Predict the reactants needed to synthesize the given product. (1) Given the product [CH3:1][N:2]([CH2:4][C:5]1[CH:23]=[CH:22][C:8]([CH:9]2[CH:30]([C:29]3[N:25]([CH3:24])[N:26]=[CH:27][N:28]=3)[C:33](=[O:34])[C:32]3[C:16]([C:15]([O:14][CH2:13][CH3:12])=[O:21])=[CH:17][C:18]([F:20])=[CH:19][C:11]=3[NH:10]2)=[CH:7][CH:6]=1)[CH3:3], predict the reactants needed to synthesize it. The reactants are: [CH3:1][N:2]([CH2:4][C:5]1[CH:23]=[CH:22][C:8](/[CH:9]=[N:10]/[C:11]2[CH:19]=[C:18]([F:20])[CH:17]=[C:16]3[C:12]=2[CH2:13][O:14][C:15]3=[O:21])=[CH:7][CH:6]=1)[CH3:3].[CH3:24][N:25]1[C:29]([CH:30]=O)=[N:28][CH:27]=[N:26]1.[CH3:32][CH2:33][O-:34].[Na+]. (2) Given the product [OH:19][CH2:17][C:16]1[NH:3][C:2]([C:5]2[CH:6]=[C:7]([NH:11][C:12](=[O:14])[CH3:13])[CH:8]=[CH:9][CH:10]=2)=[N:4][C:15]=1[CH3:21], predict the reactants needed to synthesize it. The reactants are: Cl.[C:2]([C:5]1[CH:6]=[C:7]([NH:11][C:12](=[O:14])[CH3:13])[CH:8]=[CH:9][CH:10]=1)(=[NH:4])[NH2:3].[CH3:15][C:16](=O)[C:17](=[O:19])C.[CH3:21]C(O)C. (3) Given the product [Br:1][C:2]1[CH:3]=[C:4]([N:8]2[C:13](=[O:14])[C:12]([C:35]([NH:36][CH2:49][C:50]([OH:52])=[O:51])=[O:60])=[C:11]([OH:15])[N:10]=[C:9]2[CH:16]2[CH2:21][CH2:20][CH2:19][CH2:18][CH2:17]2)[CH:5]=[CH:6][CH:7]=1, predict the reactants needed to synthesize it. The reactants are: [Br:1][C:2]1[CH:3]=[C:4]([N:8]2[C:13](=[O:14])[CH:12]=[C:11]([OH:15])[N:10]=[C:9]2[CH:16]2[CH2:21][CH2:20][CH2:19][CH2:18][CH2:17]2)[CH:5]=[CH:6][CH:7]=1.[Cl-].C[Al+]C.CCCCCC.BrC1C=[C:35](C=CC=1)[NH2:36].C1(C#N)CCCCC1.C(OCC)(=O)[CH2:49][C:50]([O:52]CC)=[O:51].C[O-:60].[Na+].